From a dataset of Retrosynthesis with 50K atom-mapped reactions and 10 reaction types from USPTO. Predict the reactants needed to synthesize the given product. (1) Given the product CCCCOc1cc2c(cc1OS(=O)(=O)C(F)(F)F)CC(N(CCC)CCC)C2, predict the reactants needed to synthesize it. The reactants are: CCCCBr.CCCN(CCC)C1Cc2cc(O)c(OS(=O)(=O)C(F)(F)F)cc2C1. (2) Given the product CC(O)Cc1c2ccccc2cc2ccccc12, predict the reactants needed to synthesize it. The reactants are: C[Mg+].O=CCc1c2ccccc2cc2ccccc12.